This data is from Full USPTO retrosynthesis dataset with 1.9M reactions from patents (1976-2016). The task is: Predict the reactants needed to synthesize the given product. (1) Given the product [F:23][C:24]([F:29])([F:28])[C:25]([OH:27])=[O:26].[N:14]1([CH:11]2[CH2:12][CH2:13][NH:8][CH2:9][CH2:10]2)[C:18]2[CH:19]=[CH:20][CH:21]=[CH:22][C:17]=2[N:16]=[CH:15]1, predict the reactants needed to synthesize it. The reactants are: C(OC([N:8]1[CH2:13][CH2:12][CH:11]([N:14]2[C:18]3[CH:19]=[CH:20][CH:21]=[CH:22][C:17]=3[N:16]=[CH:15]2)[CH2:10][CH2:9]1)=O)(C)(C)C.[F:23][C:24]([F:29])([F:28])[C:25]([OH:27])=[O:26]. (2) Given the product [C:18]([O:22][C:23](=[O:31])[NH:24][CH:25]1[CH2:30][CH2:29][N:28]([C:2]2[CH:7]=[CH:6][CH:5]=[C:4]([N:8]([C:10]3[CH:15]=[CH:14][C:13]([O:16][CH3:17])=[CH:12][CH:11]=3)[CH3:9])[CH:3]=2)[CH2:27][CH2:26]1)([CH3:21])([CH3:19])[CH3:20], predict the reactants needed to synthesize it. The reactants are: Cl[C:2]1[CH:3]=[C:4]([N:8]([C:10]2[CH:15]=[CH:14][C:13]([O:16][CH3:17])=[CH:12][CH:11]=2)[CH3:9])[CH:5]=[CH:6][CH:7]=1.[C:18]([O:22][C:23](=[O:31])[NH:24][CH:25]1[CH2:30][CH2:29][NH:28][CH2:27][CH2:26]1)([CH3:21])([CH3:20])[CH3:19].COC1C=CC=C(OC)C=1C1C=CC=CC=1P(C1CCCCC1)C1CCCCC1.CC([O-])(C)C.[K+]. (3) Given the product [F:1][C:2]1[CH:3]=[C:4]([C:8]2[CH:9]=[C:10]([CH2:15][NH:16][C:17]3[C:18]([CH3:25])=[C:19]([CH:20]=[CH:21][C:22]=3[CH3:23])[O:24][CH2:33][C:34]([O:36][CH:37]([CH3:39])[CH3:38])=[O:35])[CH:11]=[C:12]([CH3:14])[CH:13]=2)[CH:5]=[CH:6][CH:7]=1, predict the reactants needed to synthesize it. The reactants are: [F:1][C:2]1[CH:3]=[C:4]([C:8]2[CH:9]=[C:10]([CH2:15][NH:16][C:17]3[C:18]([CH3:25])=[C:19]([OH:24])[CH:20]=[CH:21][C:22]=3[CH3:23])[CH:11]=[C:12]([CH3:14])[CH:13]=2)[CH:5]=[CH:6][CH:7]=1.C([O-])([O-])=O.[Cs+].[Cs+].Br[CH2:33][C:34]([O:36][CH:37]([CH3:39])[CH3:38])=[O:35].O. (4) Given the product [CH3:9][C:3]1[C:2]([B:13]2[O:14][C:15]([CH3:17])([CH3:16])[C:11]([CH3:27])([CH3:10])[O:12]2)=[C:7]([CH3:8])[N:6]=[CH:5][N:4]=1, predict the reactants needed to synthesize it. The reactants are: Br[C:2]1[C:3]([CH3:9])=[N:4][CH:5]=[N:6][C:7]=1[CH3:8].[CH3:10][C:11]1([CH3:27])[C:15]([CH3:17])([CH3:16])[O:14][B:13]([B:13]2[O:14][C:15]([CH3:17])([CH3:16])[C:11]([CH3:27])([CH3:10])[O:12]2)[O:12]1.C([O-])(=O)C.[K+]. (5) Given the product [CH3:1][O:2][CH2:3][CH2:4][O:5][C:9]1[CH:14]=[CH:13][C:12]([NH2:15])=[CH:11][C:10]=1[C:18]([F:19])([F:21])[F:20], predict the reactants needed to synthesize it. The reactants are: [CH3:1][O:2][CH2:3][CH2:4][OH:5].[H-].[Na+].F[C:9]1[CH:14]=[CH:13][C:12]([N+:15]([O-])=O)=[CH:11][C:10]=1[C:18]([F:21])([F:20])[F:19].C(=O)(O)[O-].[Na+]. (6) The reactants are: [Br:1][C:2]1[CH:7]=[CH:6][C:5]([C@H:8]2[C@@H:12]([C:13]3[CH:18]=[CH:17][C:16]([Br:19])=[CH:15][CH:14]=3)[N:11]([C:20](Cl)=[O:21])[C:10]([C:23]3[CH:28]=[CH:27][C:26]([C:29]([CH3:32])([CH3:31])[CH3:30])=[CH:25][C:24]=3[O:33][CH2:34][CH3:35])=[N:9]2)=[CH:4][CH:3]=1.[NH:36]1[CH2:42][CH2:41][C:40](=[O:43])[NH:39][CH2:38][CH2:37]1. Given the product [Br:1][C:2]1[CH:7]=[CH:6][C:5]([C@H:8]2[C@@H:12]([C:13]3[CH:18]=[CH:17][C:16]([Br:19])=[CH:15][CH:14]=3)[N:11]([C:20]([N:36]3[CH2:42][CH2:41][C:40](=[O:43])[NH:39][CH2:38][CH2:37]3)=[O:21])[C:10]([C:23]3[CH:28]=[CH:27][C:26]([C:29]([CH3:32])([CH3:31])[CH3:30])=[CH:25][C:24]=3[O:33][CH2:34][CH3:35])=[N:9]2)=[CH:4][CH:3]=1, predict the reactants needed to synthesize it. (7) Given the product [F:7][C:8]1[C:16]([F:17])=[CH:15][C:14]([N+:18]([O-:20])=[O:19])=[CH:13][C:9]=1[CH2:10][OH:11], predict the reactants needed to synthesize it. The reactants are: B.O1CCCC1.[F:7][C:8]1[C:16]([F:17])=[CH:15][C:14]([N+:18]([O-:20])=[O:19])=[CH:13][C:9]=1[C:10](O)=[O:11].